This data is from Full USPTO retrosynthesis dataset with 1.9M reactions from patents (1976-2016). The task is: Predict the reactants needed to synthesize the given product. (1) Given the product [CH:35]1([C:24]2[C:25]3[CH:26]=[CH:27][C:28]([C:31]([O:33][CH3:34])=[O:32])=[CH:29][C:30]=3[N:15]3[CH2:14][C:13]([C:9]([O:11][CH3:12])=[O:10])([F:51])[CH2:19][C:18]4[CH:20]=[CH:21][CH:22]=[CH:23][C:17]=4[C:16]=23)[CH2:40][CH2:39][CH2:38][CH2:37][CH2:36]1, predict the reactants needed to synthesize it. The reactants are: [Li+].CC([N-]C(C)C)C.[C:9]([CH:13]1[CH2:19][C:18]2[CH:20]=[CH:21][CH:22]=[CH:23][C:17]=2[C:16]2=[C:24]([CH:35]3[CH2:40][CH2:39][CH2:38][CH2:37][CH2:36]3)[C:25]3[CH:26]=[CH:27][C:28]([C:31]([O:33][CH3:34])=[O:32])=[CH:29][C:30]=3[N:15]2[CH2:14]1)([O:11][CH3:12])=[O:10].C1C=CC(S(N(S(C2C=CC=CC=2)(=O)=O)[F:51])(=O)=O)=CC=1. (2) The reactants are: [CH3:1][O:2][C:3]1[CH:8]=[CH:7][C:6]([C:9]2[CH:14]=[CH:13][C:12]([CH2:15][C:16]#[N:17])=[CH:11][CH:10]=2)=[CH:5][CH:4]=1.II.[CH3:20][O-:21].[Na+].[CH3:23][C:24](OC)([CH3:26])[CH3:25]. Given the product [CH3:20][O:21][C:3]1[CH:4]=[CH:25][C:24]([C:26]2[CH:10]=[CH:11][C:12]([C:15](=[C:15]([C:12]3[CH:13]=[CH:14][C:9]([C:6]4[CH:5]=[CH:4][C:3]([O:2][CH3:1])=[CH:8][CH:7]=4)=[CH:10][CH:11]=3)[C:16]#[N:17])[C:16]#[N:17])=[CH:13][CH:14]=2)=[CH:23][CH:8]=1, predict the reactants needed to synthesize it. (3) Given the product [Cl:1][C:2]1[CH:7]=[CH:6][N:5]=[C:4]([CH2:8][C:15]([C:14]2[CH:20]=[CH:21][C:11]([O:10][CH3:9])=[CH:12][CH:13]=2)=[O:16])[CH:3]=1, predict the reactants needed to synthesize it. The reactants are: [Cl:1][C:2]1[CH:7]=[CH:6][N:5]=[C:4]([CH3:8])[CH:3]=1.[CH3:9][O:10][C:11]1[CH:21]=[CH:20][C:14]([C:15](OCC)=[O:16])=[CH:13][CH:12]=1. (4) Given the product [CH3:38][O:37][NH:39][C:19](=[O:21])[CH2:18][CH2:17][CH2:16][CH2:15][CH2:14][CH2:13][C:11]([C:2]1[CH:3]=[CH:4][C:5]2[C:10](=[CH:9][CH:8]=[CH:7][CH:6]=2)[CH:1]=1)=[O:12], predict the reactants needed to synthesize it. The reactants are: [CH:1]1[C:10]2[C:5](=[CH:6][CH:7]=[CH:8][CH:9]=2)[CH:4]=[CH:3][C:2]=1[C:11]([CH2:13][CH2:14][CH2:15][CH2:16][CH2:17][CH2:18][C:19]([OH:21])=O)=[O:12].C1C=CC2N(O)N=NC=2C=1.C(Cl)CCl.Cl.[O:37]([NH2:39])[CH3:38].C(N(CC)CC)C.